From a dataset of CYP2C19 inhibition data for predicting drug metabolism from PubChem BioAssay. Regression/Classification. Given a drug SMILES string, predict its absorption, distribution, metabolism, or excretion properties. Task type varies by dataset: regression for continuous measurements (e.g., permeability, clearance, half-life) or binary classification for categorical outcomes (e.g., BBB penetration, CYP inhibition). Dataset: cyp2c19_veith. (1) The molecule is Cc1noc(C)c1C(=O)N1CCC2(CCCN(C(=O)Nc3cccc(C#N)c3)C2)CC1. The result is 0 (non-inhibitor). (2) The molecule is CC(C)CO/N=C1/C[C@@H](O)[C@@H](O)[C@@H]2[C@@H]3C(=O)N(Cc4ccc5c(c4)OCO5)C(=O)[C@H]3CC[C@@H]12. The result is 0 (non-inhibitor). (3) The compound is COc1ccc2c3c([nH]c2c1)C(C)=NCC3.Cl.O.O. The result is 0 (non-inhibitor). (4) The compound is c1cnc(N2CCCC3(CCNCC3)C2)nc1. The result is 0 (non-inhibitor). (5) The compound is Cc1cccc(-c2nnc(SCc3ccccc3)o2)c1. The result is 1 (inhibitor). (6) The drug is CCOc1ccccc1NC(=O)CN1CCC(NC(=O)c2ccccc2)CC1. The result is 1 (inhibitor). (7) The drug is CCNS(=O)(=O)c1ccc(NC(=O)c2cc(C(F)(F)F)nn2C)cc1. The result is 0 (non-inhibitor).